From a dataset of NCI-60 drug combinations with 297,098 pairs across 59 cell lines. Regression. Given two drug SMILES strings and cell line genomic features, predict the synergy score measuring deviation from expected non-interaction effect. (1) Drug 1: CC1C(C(CC(O1)OC2CC(CC3=C2C(=C4C(=C3O)C(=O)C5=C(C4=O)C(=CC=C5)OC)O)(C(=O)C)O)N)O.Cl. Drug 2: C1=NC2=C(N1)C(=S)N=CN2. Cell line: RPMI-8226. Synergy scores: CSS=26.7, Synergy_ZIP=-9.69, Synergy_Bliss=-18.3, Synergy_Loewe=-25.0, Synergy_HSA=-16.7. (2) Drug 1: C1=CN(C(=O)N=C1N)C2C(C(C(O2)CO)O)(F)F. Drug 2: CS(=O)(=O)CCNCC1=CC=C(O1)C2=CC3=C(C=C2)N=CN=C3NC4=CC(=C(C=C4)OCC5=CC(=CC=C5)F)Cl. Cell line: HT29. Synergy scores: CSS=73.2, Synergy_ZIP=12.5, Synergy_Bliss=12.0, Synergy_Loewe=12.0, Synergy_HSA=17.1.